From a dataset of Full USPTO retrosynthesis dataset with 1.9M reactions from patents (1976-2016). Predict the reactants needed to synthesize the given product. Given the product [Br:13][C:10]1[CH:11]=[CH:12][C:7]2[S:6](=[O:21])(=[O:18])[C:5]3[CH:14]=[CH:15][C:2]([Br:1])=[CH:3][C:4]=3[C:8]=2[CH:9]=1, predict the reactants needed to synthesize it. The reactants are: [Br:1][C:2]1[CH:15]=[CH:14][C:5]2[S:6][C:7]3[CH:12]=[CH:11][C:10]([Br:13])=[CH:9][C:8]=3[C:4]=2[CH:3]=1.OO.[OH2:18].C(O)(=[O:21])C.